This data is from TCR-epitope binding with 47,182 pairs between 192 epitopes and 23,139 TCRs. The task is: Binary Classification. Given a T-cell receptor sequence (or CDR3 region) and an epitope sequence, predict whether binding occurs between them. (1) The epitope is RAKFKQLL. The TCR CDR3 sequence is CASSLRQPDYNEQFF. Result: 1 (the TCR binds to the epitope). (2) The epitope is KLWAQCVQL. The TCR CDR3 sequence is CASSDDRGPYEQYF. Result: 0 (the TCR does not bind to the epitope). (3) The epitope is EIYKRWII. The TCR CDR3 sequence is CASSLNGFRGDTEAFF. Result: 1 (the TCR binds to the epitope). (4) The epitope is PKYVKQNTLKLAT. The TCR CDR3 sequence is CASSLAPPGRLNSPLHF. Result: 1 (the TCR binds to the epitope). (5) The epitope is GLCTLVAML. The TCR CDR3 sequence is CASSQDGGSPYEQYF. Result: 1 (the TCR binds to the epitope). (6) The epitope is KRWIIMGLNK. The TCR CDR3 sequence is CASSFTTLGEQYF. Result: 1 (the TCR binds to the epitope). (7) The TCR CDR3 sequence is CASSEWTNQPQHF. The epitope is ILHCANFNV. Result: 0 (the TCR does not bind to the epitope). (8) The epitope is EEHVQIHTI. The TCR CDR3 sequence is CATSSYGGSGLGTEAFF. Result: 0 (the TCR does not bind to the epitope).